Task: Regression. Given two drug SMILES strings and cell line genomic features, predict the synergy score measuring deviation from expected non-interaction effect.. Dataset: NCI-60 drug combinations with 297,098 pairs across 59 cell lines (1) Drug 1: CC1C(C(CC(O1)OC2CC(CC3=C2C(=C4C(=C3O)C(=O)C5=C(C4=O)C(=CC=C5)OC)O)(C(=O)CO)O)N)O.Cl. Drug 2: C1CN(P(=O)(OC1)NCCCl)CCCl. Cell line: OVCAR-4. Synergy scores: CSS=-1.53, Synergy_ZIP=1.63, Synergy_Bliss=0.00753, Synergy_Loewe=-3.66, Synergy_HSA=-3.75. (2) Drug 1: CN1CCC(CC1)COC2=C(C=C3C(=C2)N=CN=C3NC4=C(C=C(C=C4)Br)F)OC. Drug 2: CC1CCC2CC(C(=CC=CC=CC(CC(C(=O)C(C(C(=CC(C(=O)CC(OC(=O)C3CCCCN3C(=O)C(=O)C1(O2)O)C(C)CC4CCC(C(C4)OC)OCCO)C)C)O)OC)C)C)C)OC. Cell line: UACC-257. Synergy scores: CSS=-2.25, Synergy_ZIP=1.14, Synergy_Bliss=-0.951, Synergy_Loewe=-5.91, Synergy_HSA=-5.60. (3) Drug 1: CCC1=C2CN3C(=CC4=C(C3=O)COC(=O)C4(CC)O)C2=NC5=C1C=C(C=C5)O. Drug 2: CC1=C(C(=O)C2=C(C1=O)N3CC4C(C3(C2COC(=O)N)OC)N4)N. Cell line: MDA-MB-435. Synergy scores: CSS=24.2, Synergy_ZIP=-4.73, Synergy_Bliss=-0.777, Synergy_Loewe=-3.18, Synergy_HSA=2.13. (4) Drug 1: C1=CC(=C2C(=C1NCCNCCO)C(=O)C3=C(C=CC(=C3C2=O)O)O)NCCNCCO. Drug 2: C1=NC(=NC(=O)N1C2C(C(C(O2)CO)O)O)N. Cell line: HCT-15. Synergy scores: CSS=54.7, Synergy_ZIP=-1.57, Synergy_Bliss=-1.79, Synergy_Loewe=-19.7, Synergy_HSA=-2.13. (5) Drug 1: CN1C(=O)N2C=NC(=C2N=N1)C(=O)N. Drug 2: COCCOC1=C(C=C2C(=C1)C(=NC=N2)NC3=CC=CC(=C3)C#C)OCCOC.Cl. Cell line: MALME-3M. Synergy scores: CSS=-3.89, Synergy_ZIP=2.18, Synergy_Bliss=1.46, Synergy_Loewe=-5.26, Synergy_HSA=-3.91. (6) Drug 1: C1=CC(=CC=C1C#N)C(C2=CC=C(C=C2)C#N)N3C=NC=N3. Drug 2: C1C(C(OC1N2C=NC3=C(N=C(N=C32)Cl)N)CO)O. Cell line: DU-145. Synergy scores: CSS=31.6, Synergy_ZIP=-12.3, Synergy_Bliss=-8.71, Synergy_Loewe=-5.06, Synergy_HSA=-3.28.